From a dataset of NCI-60 drug combinations with 297,098 pairs across 59 cell lines. Regression. Given two drug SMILES strings and cell line genomic features, predict the synergy score measuring deviation from expected non-interaction effect. Drug 1: CC(CN1CC(=O)NC(=O)C1)N2CC(=O)NC(=O)C2. Drug 2: COCCOC1=C(C=C2C(=C1)C(=NC=N2)NC3=CC=CC(=C3)C#C)OCCOC.Cl. Cell line: CAKI-1. Synergy scores: CSS=41.7, Synergy_ZIP=-5.22, Synergy_Bliss=-2.45, Synergy_Loewe=3.31, Synergy_HSA=4.08.